From a dataset of Peptide-MHC class I binding affinity with 185,985 pairs from IEDB/IMGT. Regression. Given a peptide amino acid sequence and an MHC pseudo amino acid sequence, predict their binding affinity value. This is MHC class I binding data. The peptide sequence is IVSHLRASTT. The MHC is HLA-A02:01 with pseudo-sequence HLA-A02:01. The binding affinity (normalized) is 0.372.